Dataset: Full USPTO retrosynthesis dataset with 1.9M reactions from patents (1976-2016). Task: Predict the reactants needed to synthesize the given product. (1) Given the product [C:1]([O:5][C:6](=[O:19])[NH:7][C:8]1[CH:13]=[CH:12][C:11]([C:14]([F:17])([F:16])[F:15])=[CH:10][C:9]=1[NH:18][C:25](=[O:24])[CH2:26][C:27]([C:29]1[CH:34]=[CH:33][CH:32]=[C:31]([C:35]2[CH:40]=[CH:39][N:38]=[C:37]([CH:41]3[CH2:42][CH2:43]3)[CH:36]=2)[CH:30]=1)=[O:28])([CH3:4])([CH3:2])[CH3:3], predict the reactants needed to synthesize it. The reactants are: [C:1]([O:5][C:6](=[O:19])[NH:7][C:8]1[CH:13]=[CH:12][C:11]([C:14]([F:17])([F:16])[F:15])=[CH:10][C:9]=1[NH2:18])([CH3:4])([CH3:3])[CH3:2].C([O:24][C:25](=O)[CH2:26][C:27]([C:29]1[CH:34]=[CH:33][CH:32]=[C:31]([C:35]2[CH:40]=[CH:39][N:38]=[C:37]([CH:41]3[CH2:43][CH2:42]3)[CH:36]=2)[CH:30]=1)=[O:28])(C)(C)C. (2) Given the product [NH2:58][C:59]1[C:68]([N:69]2[CH2:70][CH2:71][O:72][CH2:73][CH2:74]2)=[CH:67][C:66]2[C:61](=[CH:62][C:63]([F:78])=[C:64]([C:2]3[C:7]([CH3:8])=[CH:6][CH:5]=[CH:4][C:3]=3[C:9]([N:11]3[CH2:15][CH2:14][CH2:13][CH2:12]3)=[O:10])[CH:65]=2)[N:60]=1, predict the reactants needed to synthesize it. The reactants are: Br[C:2]1[C:7]([CH3:8])=[CH:6][CH:5]=[CH:4][C:3]=1[C:9]([N:11]1[CH2:15][CH2:14][CH2:13][CH2:12]1)=[O:10].C1(P(C2CCCCC2)C2C=CC=CC=2C2C(C(C)C)=CC(C(C)C)=CC=2C(C)C)CCCCC1.P([O-])([O-])([O-])=O.[K+].[K+].[K+].[NH2:58][C:59]1[C:68]([N:69]2[CH2:74][CH2:73][O:72][CH2:71][CH2:70]2)=[CH:67][C:66]2[C:61](=[CH:62][C:63]([F:78])=[C:64](B(O)O)[CH:65]=2)[N:60]=1. (3) Given the product [F:1][C:2]1[CH:7]=[CH:6][C:5](/[CH:8]=[CH:9]\[CH:10]([S:17][CH:8](/[CH:9]=[CH:8]\[C:5]2[CH:6]=[CH:7][C:2]([F:1])=[CH:3][CH:4]=2)[C:5]2[CH:6]=[CH:7][CH:2]=[CH:3][CH:4]=2)[C:11]2[CH:16]=[CH:15][CH:14]=[CH:13][CH:12]=2)=[CH:4][CH:3]=1, predict the reactants needed to synthesize it. The reactants are: [F:1][C:2]1[CH:7]=[CH:6][C:5]([C:8]#[CH:9])=[CH:4][CH:3]=1.[CH2:10]([SH:17])[C:11]1[CH:16]=[CH:15][CH:14]=[CH:13][CH:12]=1.[Na]. (4) Given the product [N:45]([C@@H:21]([C:3]1[C:2]([F:1])=[CH:7][N:6]=[CH:5][C:4]=1[C:8]1[CH:9]=[C:10]2[C:15](=[N:16][CH:17]=1)[N:14]([C:18]([NH2:20])=[O:19])[CH2:13][CH2:12][CH2:11]2)[CH3:22])=[N+:46]=[N-:47], predict the reactants needed to synthesize it. The reactants are: [F:1][C:2]1[C:3]([C@@H:21](O)[CH3:22])=[C:4]([C:8]2[CH:9]=[C:10]3[C:15](=[N:16][CH:17]=2)[N:14]([C:18]([NH2:20])=[O:19])[CH2:13][CH2:12][CH2:11]3)[CH:5]=[N:6][CH:7]=1.C1COCC1.C1(OP([N:45]=[N+:46]=[N-:47])(=O)OC2C=CC=CC=2)C=CC=CC=1.C1CCN2C(=NCCC2)CC1. (5) Given the product [CH:1]1([C:5]2[C:31]([O:32][CH2:33][CH3:34])=[CH:30][C:8]([CH2:9][N:10]3[CH2:11][C:12]4([CH2:17][C:16]([N:18]5[CH2:23][CH2:22][C:21]([CH3:29])([C:24]([OH:26])=[O:25])[CH2:20][CH2:19]5)=[N:15][O:14]4)[CH2:13]3)=[CH:7][C:6]=2[O:35][CH2:36][CH3:37])[CH2:4][CH2:3][CH2:2]1, predict the reactants needed to synthesize it. The reactants are: [CH:1]1([C:5]2[C:31]([O:32][CH2:33][CH3:34])=[CH:30][C:8]([CH2:9][N:10]3[CH2:13][C:12]4([CH2:17][C:16]([N:18]5[CH2:23][CH2:22][C:21]([CH3:29])([C:24]([O:26]CC)=[O:25])[CH2:20][CH2:19]5)=[N:15][O:14]4)[CH2:11]3)=[CH:7][C:6]=2[O:35][CH2:36][CH3:37])[CH2:4][CH2:3][CH2:2]1.[OH-].[Na+].CO.Cl.